Dataset: Full USPTO retrosynthesis dataset with 1.9M reactions from patents (1976-2016). Task: Predict the reactants needed to synthesize the given product. (1) Given the product [CH2:1]([N:8]1[C:16]2[C:11](=[CH:12][C:13]([NH:17][C:18]3[C:27]4[C:22](=[CH:23][CH:24]=[C:25]([C:34]5[N:38]([CH3:39])[CH:37]=[N:36][CH:35]=5)[CH:26]=4)[N:21]=[CH:20][N:19]=3)=[CH:14][CH:15]=2)[CH:10]=[N:9]1)[C:2]1[CH:7]=[CH:6][CH:5]=[CH:4][CH:3]=1, predict the reactants needed to synthesize it. The reactants are: [CH2:1]([N:8]1[C:16]2[C:11](=[CH:12][C:13]([NH:17][C:18]3[C:27]4[C:22](=[CH:23][CH:24]=[C:25](I)[CH:26]=4)[N:21]=[CH:20][N:19]=3)=[CH:14][CH:15]=2)[CH:10]=[N:9]1)[C:2]1[CH:7]=[CH:6][CH:5]=[CH:4][CH:3]=1.C([Sn](CCCC)(CCCC)[C:34]1[N:38]([CH3:39])[CH:37]=[N:36][CH:35]=1)CCC. (2) Given the product [CH3:1][N:2]([C:10]1[CH:15]=[CH:14][CH:13]=[C:12]([CH3:16])[N+:11]=1[O-:25])[C:3](=[O:9])[O:4][C:5]([CH3:8])([CH3:7])[CH3:6], predict the reactants needed to synthesize it. The reactants are: [CH3:1][N:2]([C:10]1[CH:15]=[CH:14][CH:13]=[C:12]([CH3:16])[N:11]=1)[C:3](=[O:9])[O:4][C:5]([CH3:8])([CH3:7])[CH3:6].C1C=C(Cl)C=C(C(OO)=[O:25])C=1. (3) Given the product [Br:13][C:14]1[CH:15]=[C:16]([C:2]2[N:7]=[C:6]([C:8]([O:10][CH2:11][CH3:12])=[O:9])[CH:5]=[CH:4][CH:3]=2)[C:17]2[O:21][CH2:20][CH2:19][C:18]=2[CH:22]=1, predict the reactants needed to synthesize it. The reactants are: Br[C:2]1[N:7]=[C:6]([C:8]([O:10][CH2:11][CH3:12])=[O:9])[CH:5]=[CH:4][CH:3]=1.[Br:13][C:14]1[CH:15]=[C:16](B(O)O)[C:17]2[O:21][CH2:20][CH2:19][C:18]=2[CH:22]=1.